Dataset: NCI-60 drug combinations with 297,098 pairs across 59 cell lines. Task: Regression. Given two drug SMILES strings and cell line genomic features, predict the synergy score measuring deviation from expected non-interaction effect. (1) Drug 1: C1=NC(=NC(=O)N1C2C(C(C(O2)CO)O)O)N. Drug 2: CCC1(CC2CC(C3=C(CCN(C2)C1)C4=CC=CC=C4N3)(C5=C(C=C6C(=C5)C78CCN9C7C(C=CC9)(C(C(C8N6C)(C(=O)OC)O)OC(=O)C)CC)OC)C(=O)OC)O.OS(=O)(=O)O. Cell line: MDA-MB-231. Synergy scores: CSS=6.65, Synergy_ZIP=-5.65, Synergy_Bliss=-5.21, Synergy_Loewe=-1.22, Synergy_HSA=-1.13. (2) Cell line: HL-60(TB). Synergy scores: CSS=49.6, Synergy_ZIP=3.73, Synergy_Bliss=2.72, Synergy_Loewe=8.51, Synergy_HSA=4.69. Drug 1: CC(C)(C#N)C1=CC(=CC(=C1)CN2C=NC=N2)C(C)(C)C#N. Drug 2: C1CCC(C(C1)N)N.C(=O)(C(=O)[O-])[O-].[Pt+4]. (3) Drug 1: CC12CCC3C(C1CCC2=O)CC(=C)C4=CC(=O)C=CC34C. Drug 2: CC1CCCC2(C(O2)CC(NC(=O)CC(C(C(=O)C(C1O)C)(C)C)O)C(=CC3=CSC(=N3)C)C)C. Cell line: KM12. Synergy scores: CSS=57.2, Synergy_ZIP=-2.09, Synergy_Bliss=-5.76, Synergy_Loewe=-3.80, Synergy_HSA=-3.67. (4) Drug 1: CCC1(CC2CC(C3=C(CCN(C2)C1)C4=CC=CC=C4N3)(C5=C(C=C6C(=C5)C78CCN9C7C(C=CC9)(C(C(C8N6C=O)(C(=O)OC)O)OC(=O)C)CC)OC)C(=O)OC)O.OS(=O)(=O)O. Cell line: IGROV1. Drug 2: CCC1=C2CN3C(=CC4=C(C3=O)COC(=O)C4(CC)O)C2=NC5=C1C=C(C=C5)O. Synergy scores: CSS=17.5, Synergy_ZIP=-9.96, Synergy_Bliss=-1.84, Synergy_Loewe=-14.5, Synergy_HSA=-0.995. (5) Drug 1: CC1=CC=C(C=C1)C2=CC(=NN2C3=CC=C(C=C3)S(=O)(=O)N)C(F)(F)F. Drug 2: CC1=C(C(=O)C2=C(C1=O)N3CC4C(C3(C2COC(=O)N)OC)N4)N. Cell line: HOP-92. Synergy scores: CSS=5.57, Synergy_ZIP=-3.93, Synergy_Bliss=-1.93, Synergy_Loewe=-15.4, Synergy_HSA=-3.85.